Dataset: Full USPTO retrosynthesis dataset with 1.9M reactions from patents (1976-2016). Task: Predict the reactants needed to synthesize the given product. (1) Given the product [CH3:14][C:9]1[CH:8]=[C:7]([N:1]2[CH:5]=[CH:4][CH:3]=[CH:2]2)[CH:12]=[C:11]([CH3:13])[CH:10]=1, predict the reactants needed to synthesize it. The reactants are: [NH:1]1[CH:5]=[CH:4][CH:3]=[CH:2]1.I[C:7]1[CH:8]=[C:9]([CH3:14])[CH:10]=[C:11]([CH3:13])[CH:12]=1. (2) Given the product [Cl:1][C:2]1[CH:7]=[CH:6][C:5]([NH:8][C:9]2[N:17]=[C:16]([N:18]3[C:22]([CH2:23][OH:24])=[CH:21][C:20]([CH3:31])=[N:19]3)[N:15]=[C:14]3[C:10]=2[N:11]=[CH:12][N:13]3[CH3:32])=[CH:4][CH:3]=1, predict the reactants needed to synthesize it. The reactants are: [Cl:1][C:2]1[CH:7]=[CH:6][C:5]([NH:8][C:9]2[N:17]=[C:16]([N:18]3[C:22]([CH2:23][O:24]C4CCCCO4)=[CH:21][C:20]([CH3:31])=[N:19]3)[N:15]=[C:14]3[C:10]=2[N:11]=[CH:12][N:13]3[CH3:32])=[CH:4][CH:3]=1.O.C1(C)C=CC(S(O)(=O)=O)=CC=1.C(=O)([O-])[O-].[K+].[K+]. (3) The reactants are: [Cl:1][C:2]1[CH:8]=[CH:7][C:5]([NH2:6])=[CH:4][CH:3]=1.[Cl:9][C:10]1[C:11]([N:16]2[CH2:21][CH:20]=[C:19]([C:22](O)=[O:23])[CH2:18][CH2:17]2)=[N:12][CH:13]=[CH:14][CH:15]=1.Cl.CN(C)CCCN=C=NCC. Given the product [Cl:9][C:10]1[C:11]([N:16]2[CH2:17][CH:18]=[C:19]([C:22]([NH:6][C:5]3[CH:7]=[CH:8][C:2]([Cl:1])=[CH:3][CH:4]=3)=[O:23])[CH2:20][CH2:21]2)=[N:12][CH:13]=[CH:14][CH:15]=1, predict the reactants needed to synthesize it. (4) The reactants are: [CH2:1]([N:8]([CH2:30][CH2:31][CH2:32][CH2:33][CH2:34][CH3:35])[C:9](=[O:29])[CH2:10][C:11]1[CH:28]=[CH:27][C:14]([O:15][CH2:16][C:17]2[CH:26]=[CH:25][CH:24]=[CH:23][C:18]=2[C:19]([O:21]C)=[O:20])=[CH:13][CH:12]=1)[C:2]1[CH:7]=[CH:6][CH:5]=[CH:4][CH:3]=1.[OH-].[Li+]. Given the product [CH2:1]([N:8]([CH2:30][CH2:31][CH2:32][CH2:33][CH2:34][CH3:35])[C:9](=[O:29])[CH2:10][C:11]1[CH:28]=[CH:27][C:14]([O:15][CH2:16][C:17]2[CH:26]=[CH:25][CH:24]=[CH:23][C:18]=2[C:19]([OH:21])=[O:20])=[CH:13][CH:12]=1)[C:2]1[CH:3]=[CH:4][CH:5]=[CH:6][CH:7]=1, predict the reactants needed to synthesize it. (5) Given the product [Cl:1][C:2]1[C:10]([CH3:11])=[CH:9][CH:8]=[CH:7][C:3]=1[CH2:4][OH:5], predict the reactants needed to synthesize it. The reactants are: [Cl:1][C:2]1[C:10]([CH3:11])=[CH:9][CH:8]=[CH:7][C:3]=1[C:4](O)=[O:5].O. (6) Given the product [OH:23][CH2:22][CH2:21][C:11]1([C:13]2[CH:18]=[CH:17][C:16]([OH:19])=[CH:15][CH:14]=2)[CH2:10][CH2:9][CH2:8][C:7]2[CH:24]=[C:3]([OH:2])[CH:4]=[CH:5][C:6]=2[CH2:12]1, predict the reactants needed to synthesize it. The reactants are: C[O:2][C:3]1[CH:4]=[CH:5][C:6]2[CH2:12][C:11]([CH2:21][CH2:22][OH:23])([C:13]3[CH:18]=[CH:17][C:16]([O:19]C)=[CH:15][CH:14]=3)[CH2:10][CH2:9][CH2:8][C:7]=2[CH:24]=1.CC(C[AlH]CC(C)C)C.CCO.Cl. (7) The reactants are: [CH2:1]([O:8][C:9]([N:11]1[CH2:16][CH2:15][NH:14][C:13](=[O:17])[CH2:12]1)=[O:10])[C:2]1[CH:7]=[CH:6][CH:5]=[CH:4][CH:3]=1.[H-].[Na+].[CH2:20](I)[CH:21]=[CH2:22]. Given the product [CH2:1]([O:8][C:9]([N:11]1[CH2:16][CH2:15][N:14]([CH2:22][CH:21]=[CH2:20])[C:13](=[O:17])[CH2:12]1)=[O:10])[C:2]1[CH:3]=[CH:4][CH:5]=[CH:6][CH:7]=1, predict the reactants needed to synthesize it.